Dataset: Full USPTO retrosynthesis dataset with 1.9M reactions from patents (1976-2016). Task: Predict the reactants needed to synthesize the given product. (1) Given the product [Cl:1][C:2]1[C:3]([C:9]2[C:14]([F:15])=[CH:13][CH:12]=[C:11]([F:16])[N:10]=2)=[CH:4][C:5]([NH:17][C@H:18]2[CH2:23][CH2:22][C@H:21]([NH2:24])[CH2:20][CH2:19]2)=[N:6][CH:7]=1, predict the reactants needed to synthesize it. The reactants are: [Cl:1][C:2]1[C:3]([C:9]2[C:14]([F:15])=[CH:13][CH:12]=[C:11]([F:16])[N:10]=2)=[CH:4][C:5](F)=[N:6][CH:7]=1.[NH2:17][C@H:18]1[CH2:23][CH2:22][C@H:21]([NH2:24])[CH2:20][CH2:19]1. (2) Given the product [CH3:25][S:26]([C:2]1[CH:7]=[CH:6][C:5]2[C:8]3([CH2:23][O:24][C:4]=2[CH:3]=1)[C:16]1[C:11](=[CH:12][CH:13]=[CH:14][CH:15]=1)[N:10]([CH2:17][CH2:18][CH2:19][CH2:20][CH3:21])[C:9]3=[O:22])(=[O:28])=[O:27], predict the reactants needed to synthesize it. The reactants are: Br[C:2]1[CH:7]=[CH:6][C:5]2[C:8]3([CH2:23][O:24][C:4]=2[CH:3]=1)[C:16]1[C:11](=[CH:12][CH:13]=[CH:14][CH:15]=1)[N:10]([CH2:17][CH2:18][CH2:19][CH2:20][CH3:21])[C:9]3=[O:22].[CH3:25][S:26]([O-:28])=[O:27].[Na+].N1CCC[C@H]1C(O)=O. (3) Given the product [CH3:1][O:2][C:3]1[CH:8]=[C:7]([CH2:9][O:10][CH3:11])[CH:6]=[C:5]([O:12][CH3:13])[C:4]=1[C:14]1[N:15]2[N:20]=[C:21]([OH:28])[C:22]([C:23]([O:25][CH2:26][CH3:27])=[O:24])=[C:16]2[S:17][CH:18]=1, predict the reactants needed to synthesize it. The reactants are: [CH3:1][O:2][C:3]1[CH:8]=[C:7]([CH2:9][O:10][CH3:11])[CH:6]=[C:5]([O:12][CH3:13])[C:4]=1[C:14]1[N:15]([NH:20][C:21](=[O:28])[CH2:22][C:23]([O:25][CH2:26][CH3:27])=[O:24])[C:16](=S)[S:17][CH:18]=1.IC. (4) Given the product [OH:15][C:16]1([C:7]2[CH:14]=[CH:13][C:10]([C:11]#[N:12])=[CH:9][CH:8]=2)[CH2:19][O:18][CH2:17]1, predict the reactants needed to synthesize it. The reactants are: C([Mg]Cl)(C)C.I[C:7]1[CH:14]=[CH:13][C:10]([C:11]#[N:12])=[CH:9][CH:8]=1.[O:15]=[C:16]1[CH2:19][O:18][CH2:17]1.[Cl-].[NH4+]. (5) Given the product [CH3:31][Si:32]([CH3:44])([CH3:45])[CH2:33][CH2:34][O:35][CH2:36][N:37]1[CH:41]=[CH:40][N:39]=[C:38]1[CH2:42][N:5]1[C:1](=[O:11])[C:2]2[C:3](=[CH:7][CH:8]=[CH:9][CH:10]=2)[C:4]1=[O:6], predict the reactants needed to synthesize it. The reactants are: [C:1]1(=[O:11])[NH:5][C:4](=[O:6])[C:3]2=[CH:7][CH:8]=[CH:9][CH:10]=[C:2]12.C1(P(C2C=CC=CC=2)C2C=CC=CC=2)C=CC=CC=1.[CH3:31][Si:32]([CH3:45])([CH3:44])[CH2:33][CH2:34][O:35][CH2:36][N:37]1[CH:41]=[CH:40][N:39]=[C:38]1[CH2:42]O.